Predict the reactants needed to synthesize the given product. From a dataset of Full USPTO retrosynthesis dataset with 1.9M reactions from patents (1976-2016). (1) Given the product [CH3:34][C:22]1([CH3:35])[C:23]2[O:24][C:25]3[CH:26]=[CH:27][CH:28]=[N:29][C:30]=3[C:31]=2[C:32](=[O:33])[C:20]2[CH:19]=[CH:18][C:17]([O:16][CH2:15][C@@H:9]([OH:10])[C@H:8]([OH:12])[CH2:7][OH:6])=[CH:36][C:21]1=2, predict the reactants needed to synthesize it. The reactants are: C([SiH2][O:6][C:7](C)(C)[C@@H:8]1[O:12]C(C)(C)[O:10][C@@H:9]1[CH2:15][O:16][C:17]1[CH:18]=[CH:19][C:20]2[C:32](=[O:33])[C:31]3[C:30]4[N:29]=[CH:28][CH:27]=[CH:26][C:25]=4[O:24][C:23]=3[C:22]([CH3:35])([CH3:34])[C:21]=2[CH:36]=1)(C)(C)C.CO.S(=O)(=O)(O)O.C(=O)(O)[O-].[Na+]. (2) Given the product [Cl:48][C:49]1[C:50]([OH:58])=[C:51]([CH:55]=[CH:56][CH:57]=1)[C:52]([N:2]([CH3:1])[CH2:3][CH2:4][CH2:5][CH2:6][CH2:7][CH2:8][CH2:9][CH2:10][CH2:11][N:12]1[CH2:13][CH2:14][CH:15]([O:18][C:19](=[O:33])[NH:20][C:21]2[CH:26]=[CH:25][CH:24]=[CH:23][C:22]=2[C:27]2[CH:28]=[CH:29][CH:30]=[CH:31][CH:32]=2)[CH2:16][CH2:17]1)=[O:54], predict the reactants needed to synthesize it. The reactants are: [CH3:1][NH:2][CH2:3][CH2:4][CH2:5][CH2:6][CH2:7][CH2:8][CH2:9][CH2:10][CH2:11][N:12]1[CH2:17][CH2:16][CH:15]([O:18][C:19](=[O:33])[NH:20][C:21]2[CH:26]=[CH:25][CH:24]=[CH:23][C:22]=2[C:27]2[CH:32]=[CH:31][CH:30]=[CH:29][CH:28]=2)[CH2:14][CH2:13]1.C1(N)C(F)=C(F)C(F)=C(N)C=1F.Cl.Cl.[Cl:48][C:49]1[C:50]([OH:58])=[C:51]([CH:55]=[CH:56][CH:57]=1)[C:52]([OH:54])=O. (3) Given the product [CH2:20]([N:19]([CH2:1][CH2:2][CH2:3][CH2:4][CH2:5][CH2:6][CH2:7][CH2:8][CH2:9][CH2:10][CH2:11][CH2:12][CH2:13][CH2:14][CH2:15][CH2:16][CH2:17][CH3:18])[C:41](=[S:42])[S-:43])[CH2:21][CH2:22][CH2:23][CH2:24][CH2:25][CH2:26][CH2:27][CH2:28][CH2:29][CH2:30][CH2:31][CH2:32][CH2:33][CH2:34][CH2:35][CH2:36][CH3:37].[Zn+2:39].[CH2:20]([N:19]([CH2:1][CH2:2][CH2:3][CH2:4][CH2:5][CH2:6][CH2:7][CH2:8][CH2:9][CH2:10][CH2:11][CH2:12][CH2:13][CH2:14][CH2:15][CH2:16][CH2:17][CH3:18])[C:41](=[S:42])[S-:43])[CH2:21][CH2:22][CH2:23][CH2:24][CH2:25][CH2:26][CH2:27][CH2:28][CH2:29][CH2:30][CH2:31][CH2:32][CH2:33][CH2:34][CH2:35][CH2:36][CH3:37], predict the reactants needed to synthesize it. The reactants are: [CH2:1]([NH:19][CH2:20][CH2:21][CH2:22][CH2:23][CH2:24][CH2:25][CH2:26][CH2:27][CH2:28][CH2:29][CH2:30][CH2:31][CH2:32][CH2:33][CH2:34][CH2:35][CH2:36][CH3:37])[CH2:2][CH2:3][CH2:4][CH2:5][CH2:6][CH2:7][CH2:8][CH2:9][CH2:10][CH2:11][CH2:12][CH2:13][CH2:14][CH2:15][CH2:16][CH2:17][CH3:18].[O-2].[Zn+2:39].[Zn].[C:41](=[S:43])=[S:42]. (4) The reactants are: C([N-]C(C)C)(C)C.[Li+].[F:9][C:10]1([C:23]([O:25]C)=O)[CH2:15][CH2:14][N:13]([C:16]([O:18][C:19]([CH3:22])([CH3:21])[CH3:20])=[O:17])[CH2:12][CH2:11]1.[Cl:27][CH2:28]I. Given the product [Cl:27][CH2:28][C:23]([C:10]1([F:9])[CH2:11][CH2:12][N:13]([C:16]([O:18][C:19]([CH3:20])([CH3:21])[CH3:22])=[O:17])[CH2:14][CH2:15]1)=[O:25], predict the reactants needed to synthesize it. (5) Given the product [Cl:1][C:2]1[CH:7]=[CH:6][C:5]([CH3:8])=[CH:4][C:3]=1[O:9][CH3:10], predict the reactants needed to synthesize it. The reactants are: [Cl:1][C:2]1[CH:7]=[CH:6][C:5]([CH3:8])=[CH:4][C:3]=1[OH:9].[CH3:10]OS(OC)(=O)=O.C([O-])([O-])=O.[K+].[K+].C(OCC)(=O)C. (6) Given the product [CH2:41]([C:36]1[C:35]([C:31]2[CH:30]=[C:29]([C:27]3[CH2:26][C:25](=[O:43])[NH:24][C:9]4[CH:10]=[C:11]([C:20]([F:21])([F:23])[F:22])[C:12]([O:14][CH2:15][C:16]([F:18])([F:19])[F:17])=[CH:13][C:8]=4[N:7]=3)[CH:34]=[CH:33][CH:32]=2)=[CH:40][CH:39]=[CH:38][N:37]=1)[CH3:42], predict the reactants needed to synthesize it. The reactants are: C(OC(=O)[NH:7][C:8]1[CH:13]=[C:12]([O:14][CH2:15][C:16]([F:19])([F:18])[F:17])[C:11]([C:20]([F:23])([F:22])[F:21])=[CH:10][C:9]=1[NH:24][C:25](=[O:43])[CH2:26][C:27]([C:29]1[CH:34]=[CH:33][CH:32]=[C:31]([C:35]2[C:36]([CH2:41][CH3:42])=[N:37][CH:38]=[CH:39][CH:40]=2)[CH:30]=1)=O)(C)(C)C.C(O)(C(F)(F)F)=O. (7) The reactants are: C(N1[C:12]2[C:7](=[CH:8][CH:9]=[CH:10][C:11]=2[NH:13][C:14](=[O:18])[CH:15]=[N:16][OH:17])[CH2:6][CH2:5]1)(=O)C.N[C:20]1C=CC=C2C=1CCC2.ClC(Cl)(Cl)C(O)O.Cl.NO.S([O-])([O-])(=O)=O.[Na+].[Na+]. Given the product [OH:17][N:16]=[CH:15][C:14]([NH:13][C:11]1[CH:10]=[CH:9][CH:8]=[C:7]2[C:12]=1[CH2:20][CH2:5][CH2:6]2)=[O:18], predict the reactants needed to synthesize it.